This data is from Drug-target binding data from BindingDB using IC50 measurements. The task is: Regression. Given a target protein amino acid sequence and a drug SMILES string, predict the binding affinity score between them. We predict pIC50 (pIC50 = -log10(IC50 in M); higher means more potent). Dataset: bindingdb_ic50. (1) The small molecule is C[C@H](NC(=O)OCc1ccccc1)C(=O)N[C@@H](C)C(=O)NN(CC(N)=O)C(=O)C=CC(=O)N1Cc2ccccc2C1. The target protein sequence is MMLFSLFLISILHILLVKCQLDTNYEVSDETVSDNNKWAVLVAGSNGYPNYRHQADVCHAYHVLRSKGIKPEHIITMMYDDIAYNLMNPFPGKLFNDYNHKDWYEGVVIDYRGKKVNSKTFLKVLKGDKSAGGKVLKSGKNDDVFIYFTDHGAPGLIAFPDDELYAKQFMSTLKYLHSHKRYSKLVIYIEACESGSMFQRILPSNLSIYATTAASPTESSYGTFCDDPTITTCLADLYSYDWIVDSQTHHLTQRTLDQQYKEVKRETNLSHVQRYGDTRMGKLHVSEFQGSRDKSSTENDEPPMKPRHSIASRDIPLHTLHRQIMMTNNAEDKSFLMQILGLKLKRRDLIEDTMKLIVKVMNNEEIPNTKATIDQTLDCTESVYEQFKSKCFTLQQAPEVGGHFSTLYNYCADGYTAETINEAIIKICG. The pIC50 is 6.5. (2) The compound is CCN(CC)CCCC(C)Nc1c2ccc(Cl)cc2nc2ccc(OC)cc12. The target protein (P15445) has sequence NLYQFKNMIKCTVPSRSWWDFADYGCYCGRGGSGTPVDDLDRCCQVHDNCYNEAEKISGCWPYFKTYSYECSQGTLTCKGDNNACAASVCDCDRLAAICFAGAPYNDNNYNIDLKARCQ. The pIC50 is 2.7. (3) The drug is CN1CCN(CCCN2c3ccccc3Sc3ccc(C(F)(F)F)cc32)CC1. The target protein (P06760) has sequence MSPRRSVCWFVLGQLLCSCAVALQGGMLFPKETPSRELKVLDGLWSFRADYSNNRLQGFEKQWYRQPLRESGPTLDMPVPSSFNDITQEAELRNFIGWVWYEREAVLPQRWTQDTDRRVVLRINSAHYYAVVWVNGIHVVEHEGGHLPFEADITKLVQSGPLTTFRVTIAINNTLTPYTLPPGTIVYKTDPSMYPKGYFVQDISFDFFNYAGLHRSVVLYTTPTTYIDDITVTTDVDRDVGLVNYWISVQGSDHFQLEVRLLDEDGKIVARGTGNEGQLKVPRAHLWWPYLMHEHPAYLYSLEVTMTTPESVSDFYTLPVGIRTVAVTKSKFLINGKPFYFQGVNKHEDSDIRGRGFDWPLLIKDFNLLRWLGANSFRTSHYPYSEEVLQLCDRYGIVVIDECPGVGIVLPQSFGNVSLRHHLEVMDELVRRDKNHPAVVMWSVANEPVSSLKPAGYYFKTLIAHTKALDPTRPVTFVSNTRYDADMGAPYVDVICVNSY.... The pIC50 is 5.1. (4) The compound is OC[C@H]1O[C@@H](Oc2[nH]nc(C(F)(F)F)c2Cc2ccccc2OCc2ccccc2)[C@H](O)[C@@H](O)[C@@H]1O. The target protein (P53790) has sequence MDSSTLSPAVTATDAPIQSYERIRNAADISVIVIYFVVVMAVGLWAMFSTNRGTVGGFFLAGRSMVWWPIGASLFASNIGSGHFVGLAGTGAAAGIAMGGFEWNALVFVVVLGWLFVPIYIKAGVVTMPEYLRKRFGGKRIQIYLSVLSLLLYIFTKISADIFSGAIFINLALGLDIYLAIFILLAITALYTITGGLAAVIYTDTLQTAIMLVGSFILTGFAFREVGGYEAFMDKYMKAIPTLVSDGNITVKEECYTPRADSFHIFRDPITGDMPWPGLIFGLSILALWYWCTDQVIVQRCLSAKNMSHVKAGCTLCGYLKLLPMFLMVMPGMISRILYTDKIACVLPSECKKYCGTPVGCTNIAYPTLVVELMPNGLRGLMLSVMMASLMSSLTSIFNSASTLFTMDIYTKIRKGASEKELMIAGRLFILVLIGISIAWVPIVQSAQSGQLFDYIQSITSYLGPPIAAVFLLAIFCKRVNEPGAFWGLILGFLIGISRM.... The pIC50 is 6.6. (5) The small molecule is NC(=O)Cc1ccccc1CCc1nc(Nc2ccc(C3CCNCC3)cc2OC(F)(F)F)ncc1C(F)(F)F. The target protein sequence is MAAAYLDPNLNHTPSSSTKTHLGTGMERSPGAMERVLKVFHYFESSSEPTTWASIIRHGDATDVRGIIQKIVDSHKVKHVACYGFRLSHLRSEEVHWLHVDMGVSSVREKYELAHPPEEWKYELRIRYLPKGFLNQFTEDKPTLNFFYQQVKSDYMQEIADQVDQEIALKLGCLEIRRSYWEMRGNALEKKSNYEVLEKDVGLKRFFPKSLLDSVKAKTLRKLIQQTFRQFANLNREESILKFFEILSPVYRFDKECFKCALGSSWIISVELAIGPEEGISYLTDKGCNPTHLADFNQVQTIQYSNSEDKDRKGMLQLKIAGAPEPLTVTAPSLTIAENMADLIDGYCRLVNGATQSFIIRPQKEGERALPSIPKLANSEKQGMRTHAVSVSHCQHKVKKARRFLPLVFCSLEPPPTDEISGDETDDYAEIIDEEDTYTMPSKSYGIDEARDYEIQRERIELGRCIGEGQFGDVHQGVYLSPENPALAVAIKTCKNCTSD.... The pIC50 is 8.6. (6) The compound is CCNC1=NC(=Cc2ccc3c(c2)OCO3)C(=O)N1C. The target protein (P22518) has sequence MRHSKRTYCPDWDERDWDYGTWRSSSSHKRKKRSHSSAREQKRCRYDHSKTTDSYYLESRSINEKAYHSRRYVDEYRNDYMGYEPGHPYGEPGSRYQMHSSKSSGRSGRSSYKSKHRSRHHTSQHHSHGKSHRRKRSRSVEDDEEGHLICQSGDVLSARYEIVDTLGEGAFGKVVECIDHKVGGRRVAVKIVKNVDRYCEAAQSEIQVLEHLNTTDPHSTFRCVQMLEWFEHRGHICIVFELLGLSTYDFIKENSFLPFRMDHIRKMAYQICKSVNFLHSNKLTHTDLKPENILFVKSDYTEAYNPKMKRDERTIVNPDIKVVDFGSATYDDEHHSTLVSTRHYRAPEVILALGWSQPCDVWSIGCILIEYYLGFTVFPTHDSREHLAMMERILGPLPKHMIQKTRKRRYFHHDRLDWDEHSSAGRYVSRRCKPLKEFMLSQDAEHELLFDLIGKMLEYDPAKRITLKEALKHPFFYPLKKHT. The pIC50 is 6.8. (7) The pIC50 is 5.6. The drug is COc1ccc(-n2ncc3c(N4CCN(c5ccccc5OC)CC4)ncnc32)cc1. The target protein (P11168) has sequence MTEDKVTGTLVFTVITAVLGSFQFGYDIGVINAPQQVIISHYRHVLGVPLDDRKAINNYVINSTDELPTISYSMNPKPTPWAEEETVAAAQLITMLWSLSVSSFAVGGMTASFFGGWLGDTLGRIKAMLVANILSLVGALLMGFSKLGPSHILIIAGRSISGLYCGLISGLVPMYIGEIAPTALRGALGTFHQLAIVTGILISQIIGLEFILGNYDLWHILLGLSGVRAILQSLLLFFCPESPRYLYIKLDEEVKAKQSLKRLRGYDDVTKDINEMRKEREEASSEQKVSIIQLFTNSSYRQPILVALMLHVAQQFSGINGIFYYSTSIFQTAGISKPVYATIGVGAVNMVFTAVSVFLVEKAGRRSLFLIGMSGMFVCAIFMSVGLVLLNKFSWMSYVSMIAIFLFVSFFEIGPGPIPWFMVAEFFSQGPRPAALAIAAFSNWTCNFIVALCFQYIADFCGPYVFFLFAGVLLAFTLFTFFKVPETKGKSFEEIAAEFQ....